The task is: Predict which catalyst facilitates the given reaction.. This data is from Catalyst prediction with 721,799 reactions and 888 catalyst types from USPTO. (1) Reactant: [CH3:1][O-].[Na+].[C:4]([O:8][C:9]([NH:11][C@H:12]1[CH2:17][CH2:16][C@H:15]([CH2:18][O:19]S(C)(=O)=O)[CH2:14][CH2:13]1)=[O:10])([CH3:7])([CH3:6])[CH3:5]. Product: [C:4]([O:8][C:9](=[O:10])[NH:11][C@H:12]1[CH2:17][CH2:16][C@H:15]([CH2:18][O:19][CH3:1])[CH2:14][CH2:13]1)([CH3:7])([CH3:6])[CH3:5]. The catalyst class is: 92. (2) Reactant: [BH4-].[Na+].[Si:3]([O:10][C@@H:11]([C@@H:38]([CH3:85])/[CH:39]=[CH:40]\[C@@H:41]([O:77][Si:78]([C:81]([CH3:84])([CH3:83])[CH3:82])([CH3:80])[CH3:79])[CH2:42][C@H:43]([O:69][Si:70]([C:73]([CH3:76])([CH3:75])[CH3:74])([CH3:72])[CH3:71])[C@H:44]([CH3:68])/[CH:45]=[CH:46]/[CH2:47][O:48][C:49]([C:62]1[CH:67]=[CH:66][CH:65]=[CH:64][CH:63]=1)([C:56]1[CH:61]=[CH:60][CH:59]=[CH:58][CH:57]=1)[C:50]1[CH:55]=[CH:54][CH:53]=[CH:52][CH:51]=1)[C@@H:12]([CH3:37])[CH2:13][C@@H:14]([CH3:36])[CH2:15][CH2:16][C:17](=[O:35])[C@@H:18]([C@@H:20]1[C@@H:25]([CH3:26])[CH2:24][O:23][CH:22]([C:27]2[CH:32]=[CH:31][C:30]([O:33][CH3:34])=[CH:29][CH:28]=2)[O:21]1)[CH3:19])([C:6]([CH3:9])([CH3:8])[CH3:7])([CH3:5])[CH3:4]. Product: [Si:3]([O:10][C@@H:11]([C@@H:38]([CH3:85])/[CH:39]=[CH:40]\[C@@H:41]([O:77][Si:78]([C:81]([CH3:84])([CH3:83])[CH3:82])([CH3:80])[CH3:79])[CH2:42][C@H:43]([O:69][Si:70]([C:73]([CH3:76])([CH3:75])[CH3:74])([CH3:71])[CH3:72])[C@H:44]([CH3:68])/[CH:45]=[CH:46]/[CH2:47][O:48][C:49]([C:50]1[CH:55]=[CH:54][CH:53]=[CH:52][CH:51]=1)([C:62]1[CH:67]=[CH:66][CH:65]=[CH:64][CH:63]=1)[C:56]1[CH:57]=[CH:58][CH:59]=[CH:60][CH:61]=1)[C@@H:12]([CH3:37])[CH2:13][C@@H:14]([CH3:36])[CH2:15][CH2:16][C@@H:17]([OH:35])[C@@H:18]([C@@H:20]1[C@@H:25]([CH3:26])[CH2:24][O:23][CH:22]([C:27]2[CH:28]=[CH:29][C:30]([O:33][CH3:34])=[CH:31][CH:32]=2)[O:21]1)[CH3:19])([C:6]([CH3:7])([CH3:8])[CH3:9])([CH3:4])[CH3:5]. The catalyst class is: 5. (3) Reactant: [NH2:1][C:2]1[N:10]=[C:9]2[C:5]([N:6]=[CH:7][N:8]2[C@H:11]2[C@H:16]3[C@H:17]([O:18]CC4C=CC=CC=4)[C@:13]([CH2:26][OH:27])([CH2:14][O:15]3)[O:12]2)=[C:4]([N:28]=[N+]=[N-])[N:3]=1. Product: [NH2:1][C:2]1[N:10]=[C:9]2[C:5]([N:6]=[CH:7][N:8]2[C@H:11]2[C@H:16]3[C@H:17]([OH:18])[C@:13]([CH2:26][OH:27])([CH2:14][O:15]3)[O:12]2)=[C:4]([NH2:28])[N:3]=1. The catalyst class is: 105. (4) Reactant: [OH-].[Li+].[CH3:3][O:4][C:5]1[CH:6]=[C:7]2[C:12](=[CH:13][CH:14]=1)[CH:11]([C:15]([O:17]CC)=[O:16])[N:10]([C:20]([O:22][C:23]([CH3:26])([CH3:25])[CH3:24])=[O:21])[CH2:9][CH2:8]2.CCO.Cl. Product: [C:23]([O:22][C:20]([N:10]1[CH2:9][CH2:8][C:7]2[C:12](=[CH:13][CH:14]=[C:5]([O:4][CH3:3])[CH:6]=2)[CH:11]1[C:15]([OH:17])=[O:16])=[O:21])([CH3:26])([CH3:24])[CH3:25]. The catalyst class is: 90. (5) Reactant: [CH3:1][O:2][C:3](=[O:16])[C:4]([NH:12][C:13](=[O:15])[CH3:14])=[CH:5][C:6]1[CH:11]=[CH:10][CH:9]=[CH:8][CH:7]=1.[H][H]. The catalyst class is: 5. Product: [CH3:1][O:2][C:3](=[O:16])[C@@H:4]([NH:12][C:13](=[O:15])[CH3:14])[CH2:5][C:6]1[CH:7]=[CH:8][CH:9]=[CH:10][CH:11]=1. (6) Reactant: [CH3:1][N:2]1[CH:6]=[CH:5][N:4]=[C:3]1[CH:7]1[C:16](=O)[C:15]2[C:14]([C:18]([O:20]CC)=O)=[CH:13][CH:12]=[CH:11][C:10]=2[NH:9][CH:8]1[C:23]1[CH:28]=[CH:27][CH:26]=[CH:25][CH:24]=1.O.[NH2:30][NH2:31]. Product: [CH3:1][N:2]1[CH:6]=[CH:5][N:4]=[C:3]1[CH:7]1[C:16]2=[N:30][NH:31][C:18](=[O:20])[C:14]3[CH:13]=[CH:12][CH:11]=[C:10]([C:15]=32)[NH:9][CH:8]1[C:23]1[CH:24]=[CH:25][CH:26]=[CH:27][CH:28]=1. The catalyst class is: 5. (7) Reactant: [H-].[Na+].[C:3]([N:11]1[CH2:14][C:13]([CH2:18][OH:19])([C:15]([OH:17])=[O:16])[CH2:12]1)(=[O:10])[C:4]1[CH:9]=[CH:8][CH:7]=[CH:6][CH:5]=1.[Cl:20][C:21]1[CH:26]=[N:25][C:24](Cl)=[CH:23][N:22]=1. Product: [C:3]([N:11]1[CH2:14][C:13]([CH2:18][O:19][C:24]2[CH:23]=[N:22][C:21]([Cl:20])=[CH:26][N:25]=2)([C:15]([OH:17])=[O:16])[CH2:12]1)(=[O:10])[C:4]1[CH:9]=[CH:8][CH:7]=[CH:6][CH:5]=1. The catalyst class is: 58. (8) Reactant: [C:1]([NH:3][C:4](=[N:12][C:13]1[CH:18]=[CH:17][C:16]([N:19]2[CH2:24][CH2:23][O:22][CH2:21][CH2:20]2)=[CH:15][CH:14]=1)OC1C=CC=CC=1)#[N:2].[Cl:25][C:26]1[CH:31]=[C:30]([NH:32][NH2:33])[N:29]=[CH:28][N:27]=1.C(N(C(C)C)CC)(C)C.ClCCl. Product: [Cl:25][C:26]1[N:27]=[CH:28][N:29]=[C:30]([N:32]2[C:1]([NH2:2])=[N:3][C:4]([NH:12][C:13]3[CH:14]=[CH:15][C:16]([N:19]4[CH2:20][CH2:21][O:22][CH2:23][CH2:24]4)=[CH:17][CH:18]=3)=[N:33]2)[CH:31]=1. The catalyst class is: 60. (9) Reactant: I[C:2]1[CH:3]=[C:4]([O:8][CH3:9])[CH:5]=[CH:6][CH:7]=1.[C:10]([CH2:12][C:13]([O:15][CH2:16][CH3:17])=[O:14])#[N:11].C(=O)([O-])[O-].[K+].[K+].N1CCC[C@H]1C(O)=O.Cl. Product: [C:10]([CH:12]([C:2]1[CH:7]=[CH:6][CH:5]=[C:4]([O:8][CH3:9])[CH:3]=1)[C:13]([O:15][CH2:16][CH3:17])=[O:14])#[N:11]. The catalyst class is: 156. (10) Reactant: Cl[C:2]1[N:7]=[C:6]([CH2:8][OH:9])[CH:5]=[C:4]([NH:10][CH2:11][CH2:12][C:13]2[CH:18]=[CH:17][C:16]([O:19][CH3:20])=[CH:15][CH:14]=2)[N:3]=1.[CH3:21][O-:22].[Na+]. Product: [CH3:21][O:22][C:2]1[N:7]=[C:6]([CH2:8][OH:9])[CH:5]=[C:4]([NH:10][CH2:11][CH2:12][C:13]2[CH:18]=[CH:17][C:16]([O:19][CH3:20])=[CH:15][CH:14]=2)[N:3]=1. The catalyst class is: 5.